From a dataset of Catalyst prediction with 721,799 reactions and 888 catalyst types from USPTO. Predict which catalyst facilitates the given reaction. (1) Reactant: C([O:4][C:5]([C:8]1[O:9][C:10]([C:13]2[S:14][C:15]([C:25]3[CH:30]=[CH:29][C:28]([S:31](=[O:38])(=[O:37])[NH:32][C:33]([CH3:36])([CH3:35])[CH3:34])=[C:27]([C:39]([F:42])([F:41])[F:40])[CH:26]=3)=[C:16]([CH2:18][CH:19]3[CH2:24][CH2:23][CH2:22][CH2:21][CH2:20]3)[N:17]=2)=[N:11][N:12]=1)([CH3:7])[CH3:6])(=O)C.O[Li].O. Product: [C:33]([NH:32][S:31]([C:28]1[CH:29]=[CH:30][C:25]([C:15]2[S:14][C:13]([C:10]3[O:9][C:8]([C:5]([OH:4])([CH3:7])[CH3:6])=[N:12][N:11]=3)=[N:17][C:16]=2[CH2:18][CH:19]2[CH2:20][CH2:21][CH2:22][CH2:23][CH2:24]2)=[CH:26][C:27]=1[C:39]([F:40])([F:41])[F:42])(=[O:37])=[O:38])([CH3:34])([CH3:35])[CH3:36]. The catalyst class is: 24. (2) Reactant: [OH:1][C:2]1[CH:7]=[C:6]([CH3:8])[C:5]([C:9](=[O:11])[CH3:10])=[C:4]([CH3:12])[CH:3]=1.Cl[CH2:14][CH:15]1[CH2:17][CH2:16]1.C(=O)([O-])[O-].[K+].[K+]. Product: [CH:15]1([CH2:14][O:1][C:2]2[CH:3]=[C:4]([CH3:12])[C:5]([C:9](=[O:11])[CH3:10])=[C:6]([CH3:8])[CH:7]=2)[CH2:17][CH2:16]1. The catalyst class is: 3. (3) Reactant: [CH3:1][O:2][C:3](=[O:17])[CH2:4][O:5][C:6]1[CH:11]=[C:10]([CH:12]2[CH2:14][CH2:13]2)[C:9]([OH:15])=[CH:8][C:7]=1[CH3:16].[C:18]1([C:31]2[CH:36]=[CH:35][CH:34]=[CH:33][CH:32]=2)[CH:23]=[CH:22][C:21]([C:24]2[N:25]=[C:26]([CH2:29]Cl)[S:27][CH:28]=2)=[CH:20][CH:19]=1.C([O-])([O-])=O.[Cs+].[Cs+]. Product: [CH3:1][O:2][C:3](=[O:17])[CH2:4][O:5][C:6]1[CH:11]=[C:10]([CH:12]2[CH2:13][CH2:14]2)[C:9]([O:15][CH2:29][C:26]2[S:27][CH:28]=[C:24]([C:21]3[CH:22]=[CH:23][C:18]([C:31]4[CH:32]=[CH:33][CH:34]=[CH:35][CH:36]=4)=[CH:19][CH:20]=3)[N:25]=2)=[CH:8][C:7]=1[CH3:16]. The catalyst class is: 10. (4) Reactant: [F:1][C:2]1[C:6]([F:7])=[CH:5][N:4]([C:8]2[CH:9]=[CH:10][C:11]([N+:15]([O-:17])=[O:16])=[C:12]([OH:14])[CH:13]=2)[CH:3]=1.[CH2:18](Br)[C:19]1[CH:24]=[CH:23][CH:22]=[CH:21][CH:20]=1.C(=O)([O-])[O-].[K+].[K+].O. Product: [CH2:18]([O:14][C:12]1[CH:13]=[C:8]([N:4]2[CH:3]=[C:2]([F:1])[C:6]([F:7])=[CH:5]2)[CH:9]=[CH:10][C:11]=1[N+:15]([O-:17])=[O:16])[C:19]1[CH:24]=[CH:23][CH:22]=[CH:21][CH:20]=1. The catalyst class is: 9. (5) Reactant: [H-].[Na+].[C:3]([O:7][C:8]([N:10]1[C@H:15]([C:16](=[O:29])[NH:17][C@@H:18]([C:21]2[CH:26]=[CH:25][CH:24]=[C:23]([Cl:27])[C:22]=2[F:28])[CH2:19][OH:20])[CH2:14][C@@H:13]2[C@H:11]1[CH2:12]2)=[O:9])([CH3:6])([CH3:5])[CH3:4].IC.[C:32]([O-])(O)=O.[Na+]. Product: [C:3]([O:7][C:8]([N:10]1[C@H:15]([C:16](=[O:29])[NH:17][C@@H:18]([C:21]2[CH:26]=[CH:25][CH:24]=[C:23]([Cl:27])[C:22]=2[F:28])[CH2:19][O:20][CH3:32])[CH2:14][C@@H:13]2[C@H:11]1[CH2:12]2)=[O:9])([CH3:6])([CH3:4])[CH3:5]. The catalyst class is: 76. (6) Product: [C:18]([C:20]1[CH:25]=[C:24]([CH:23]=[CH:22][CH:21]=1)[O:26][CH2:2][C:3]1[C:8]([CH3:9])=[CH:7][CH:6]=[CH:5][C:4]=1[N:10]1[C:14](=[O:15])[N:13]([CH3:16])[N:12]=[N:11]1)(=[O:19])[CH3:17]. Reactant: Br[CH2:2][C:3]1[C:8]([CH3:9])=[CH:7][CH:6]=[CH:5][C:4]=1[N:10]1[C:14](=[O:15])[N:13]([CH3:16])[N:12]=[N:11]1.[CH3:17][C:18]([C:20]1[CH:21]=[CH:22][CH:23]=[C:24]([OH:26])[CH:25]=1)=[O:19].C(=O)([O-])[O-].[K+].[K+].C(#N)C. The catalyst class is: 6. (7) Reactant: [CH:1]1([N:6]2[CH2:11][CH2:10][N:9]([C:12]([C:14]3[CH:22]=[CH:21][CH:20]=[C:19]4[C:15]=3[CH:16]=[CH:17][NH:18]4)=[O:13])[CH2:8][CH2:7]2)[CH2:5][CH2:4][CH2:3][CH2:2]1.Br[CH:24]([CH3:33])[C:25]([C:27]1[CH:32]=[CH:31][CH:30]=[CH:29][CH:28]=1)=[O:26].CC(C)([O-])C.[Na+]. Product: [CH:1]1([N:6]2[CH2:7][CH2:8][N:9]([C:12]([C:14]3[CH:22]=[CH:21][CH:20]=[C:19]4[C:15]=3[CH:16]=[CH:17][N:18]4[CH:24]([CH3:33])[C:25]([C:27]3[CH:32]=[CH:31][CH:30]=[CH:29][CH:28]=3)=[O:26])=[O:13])[CH2:10][CH2:11]2)[CH2:5][CH2:4][CH2:3][CH2:2]1. The catalyst class is: 1.